Dataset: Forward reaction prediction with 1.9M reactions from USPTO patents (1976-2016). Task: Predict the product of the given reaction. (1) The product is: [N:13]1[CH:8]=[CH:9][CH:10]=[CH:11][CH:12]=1.[CH2:20]([N:17]1[CH2:18][CH2:19][N:14]([C:12]2[C:11]3[CH:22]=[CH:23][S:24][C:10]=3[CH:9]=[C:8]([C:5]3[CH:6]=[CH:7][C:2]([C:27]#[C:26][CH2:25][OH:28])=[CH:3][CH:4]=3)[N:13]=2)[CH2:15][CH2:16]1)[CH3:21]. Given the reactants Br[C:2]1[CH:7]=[CH:6][C:5]([C:8]2[N:13]=[C:12]([N:14]3[CH2:19][CH2:18][N:17]([CH2:20][CH3:21])[CH2:16][CH2:15]3)[C:11]3[CH:22]=[CH:23][S:24][C:10]=3[CH:9]=2)=[CH:4][CH:3]=1.[CH2:25]([OH:28])[C:26]#[CH:27], predict the reaction product. (2) Given the reactants Cl[C:2]1[C:11]2[C:6](=[CH:7][CH:8]=[CH:9][CH:10]=2)[C:5]([C:12]([O:14][CH3:15])=[O:13])=[CH:4][N:3]=1.[C:16]([NH:24][NH2:25])(=O)[C:17]1[CH:22]=[CH:21][CH:20]=[CH:19][CH:18]=1.O, predict the reaction product. The product is: [C:17]1([C:16]2[N:3]3[CH:4]=[C:5]([C:12]([O:14][CH3:15])=[O:13])[C:6]4[C:11]([C:2]3=[N:25][N:24]=2)=[CH:10][CH:9]=[CH:8][CH:7]=4)[CH:22]=[CH:21][CH:20]=[CH:19][CH:18]=1. (3) Given the reactants [C:1]12([C:11]3[CH:35]=[CH:34][C:14]([O:15][C:16]4[CH:21]=[CH:20][C:19]([N+:22]([O-])=O)=[C:18]([N:25]([C:27]([O:29][C:30]([CH3:33])([CH3:32])[CH3:31])=[O:28])[CH3:26])[CH:17]=4)=[CH:13][CH:12]=3)[CH2:10][CH:5]3[CH2:6][CH:7]([CH2:9][CH:3]([CH2:4]3)[CH2:2]1)[CH2:8]2, predict the reaction product. The product is: [C:1]12([C:11]3[CH:35]=[CH:34][C:14]([O:15][C:16]4[CH:21]=[CH:20][C:19]([NH2:22])=[C:18]([N:25]([C:27]([O:29][C:30]([CH3:31])([CH3:32])[CH3:33])=[O:28])[CH3:26])[CH:17]=4)=[CH:13][CH:12]=3)[CH2:8][CH:7]3[CH2:9][CH:3]([CH2:4][CH:5]([CH2:6]3)[CH2:10]1)[CH2:2]2. (4) Given the reactants [OH:1][C@@H:2]([CH3:8])[CH2:3][C:4]([O:6][CH3:7])=[O:5].N1C=CN=C1.[Si:14](Cl)([C:27]([CH3:30])([CH3:29])[CH3:28])([C:21]1[CH:26]=[CH:25][CH:24]=[CH:23][CH:22]=1)[C:15]1[CH:20]=[CH:19][CH:18]=[CH:17][CH:16]=1, predict the reaction product. The product is: [CH3:7][O:6][C:4](=[O:5])[CH2:3][C@@H:2]([O:1][Si:14]([C:27]([CH3:30])([CH3:29])[CH3:28])([C:21]1[CH:22]=[CH:23][CH:24]=[CH:25][CH:26]=1)[C:15]1[CH:20]=[CH:19][CH:18]=[CH:17][CH:16]=1)[CH3:8]. (5) Given the reactants [C:1]([O:5][C:6](=[O:18])[NH:7][CH2:8][CH2:9][C:10]1[CH:15]=[CH:14][C:13]([CH2:16]Br)=[CH:12][CH:11]=1)([CH3:4])([CH3:3])[CH3:2].C(N(CC)C(C)C)(C)C.Cl.[F:29][C@H:30]1[CH2:34][CH2:33][NH:32][CH2:31]1, predict the reaction product. The product is: [C:1]([O:5][C:6](=[O:18])[NH:7][CH2:8][CH2:9][C:10]1[CH:15]=[CH:14][C:13]([CH2:16][N:32]2[CH2:33][CH2:34][C@H:30]([F:29])[CH2:31]2)=[CH:12][CH:11]=1)([CH3:4])([CH3:3])[CH3:2]. (6) The product is: [N:1]1([CH2:24][C:26]2[CH:27]=[CH:28][C:29]([C:32]3[CH:36]=[C:35]([C:37]([NH2:39])=[O:38])[O:34][N:33]=3)=[CH:30][CH:31]=2)[C:9]2[C:4](=[CH:5][CH:6]=[CH:7][CH:8]=2)[CH2:3][CH2:2]1. Given the reactants [NH:1]1[C:9]2[C:4](=[CH:5][CH:6]=[CH:7][CH:8]=2)[CH2:3][CH2:2]1.[BH-](OC(C)=O)(OC(C)=O)OC(C)=O.[Na+].[CH:24]([C:26]1[CH:31]=[CH:30][C:29]([C:32]2[CH:36]=[C:35]([C:37]([NH2:39])=[O:38])[O:34][N:33]=2)=[CH:28][CH:27]=1)=O.C([O-])([O-])=O.[Na+].[Na+], predict the reaction product. (7) Given the reactants [Cl:1][C:2]1[C:3]([C:29]([NH:31][CH:32]2[CH2:34][CH2:33]2)=[O:30])=[CH:4][C:5]2[N:9]=[C:8]([C:10]([NH:12][CH:13]([C:18]3[CH:23]=[CH:22][CH:21]=[C:20]([C:24]([F:27])([F:26])[F:25])[CH:19]=3)[C:14]([F:17])([F:16])[F:15])=[O:11])[NH:7][C:6]=2[CH:28]=1.[H-].[Na+].I[CH2:38][CH3:39].O, predict the reaction product. The product is: [Cl:1][C:2]1[C:3]([C:29]([NH:31][CH:32]2[CH2:34][CH2:33]2)=[O:30])=[CH:4][C:5]2[N:9]([CH2:38][CH3:39])[C:8]([C:10]([NH:12][CH:13]([C:18]3[CH:23]=[CH:22][CH:21]=[C:20]([C:24]([F:25])([F:27])[F:26])[CH:19]=3)[C:14]([F:15])([F:16])[F:17])=[O:11])=[N:7][C:6]=2[CH:28]=1.[Cl:1][C:2]1[C:3]([C:29]([NH:31][CH:32]2[CH2:34][CH2:33]2)=[O:30])=[CH:4][C:5]2[N:9]=[C:8]([C:10]([NH:12][CH:13]([C:18]3[CH:23]=[CH:22][CH:21]=[C:20]([C:24]([F:25])([F:27])[F:26])[CH:19]=3)[C:14]([F:15])([F:16])[F:17])=[O:11])[N:7]([CH2:38][CH3:39])[C:6]=2[CH:28]=1.